Dataset: Forward reaction prediction with 1.9M reactions from USPTO patents (1976-2016). Task: Predict the product of the given reaction. (1) Given the reactants [CH2:1]([N:4]=[C:5]=[O:6])[CH2:2][CH3:3].[Cl:7][C:8]1[N:13]=[CH:12][C:11]([CH2:14][N:15]2[CH:20]=[CH:19][CH:18]=[CH:17][C:16]2=[N:21][C:22](=[N:27][OH:28])[C:23]([F:26])([F:25])[F:24])=[CH:10][CH:9]=1.CC(C)([O-])C.[K+], predict the reaction product. The product is: [Cl:7][C:8]1[N:13]=[CH:12][C:11]([CH2:14][N:15]2[CH:20]=[CH:19][CH:18]=[CH:17][C:16]2=[N:21][C:22](=[N:27][O:28][C:5](=[O:6])[NH:4][CH2:1][CH2:2][CH3:3])[C:23]([F:24])([F:25])[F:26])=[CH:10][CH:9]=1. (2) Given the reactants [CH3:1][C:2]1[CH:3]=[C:4]([C:13]([O:15]C)=[O:14])[S:5][C:6]=1[C:7]1[N:11]([CH3:12])[N:10]=[CH:9][CH:8]=1.[OH-].[Na+].Cl, predict the reaction product. The product is: [CH3:1][C:2]1[CH:3]=[C:4]([C:13]([OH:15])=[O:14])[S:5][C:6]=1[C:7]1[N:11]([CH3:12])[N:10]=[CH:9][CH:8]=1. (3) Given the reactants [CH2:1]=[CH:2][C:3]1[CH:8]=[CH:7][CH:6]=[CH:5][CH:4]=1.C([Li])(CC)C.C=CC=C.C(OCC(OCC)C)C.[H][H], predict the reaction product. The product is: [CH2:1]=[CH:2][CH:3]=[CH2:4].[CH2:1]=[CH:2][C:3]1[CH:8]=[CH:7][CH:6]=[CH:5][CH:4]=1.[CH2:1]=[CH:2][C:3]1[CH:8]=[CH:7][CH:6]=[CH:5][CH:4]=1.